From a dataset of Full USPTO retrosynthesis dataset with 1.9M reactions from patents (1976-2016). Predict the reactants needed to synthesize the given product. (1) Given the product [CH2:15]([O:14][C:10]1[N:9]=[CH:8][N:7]=[C:6]2[C:11]=1[N:12]=[CH:13][N:5]2[CH2:4][C:3]([OH:22])=[O:2])[C:16]1[CH:17]=[CH:18][CH:19]=[CH:20][CH:21]=1, predict the reactants needed to synthesize it. The reactants are: C[O:2][C:3](=[O:22])[CH2:4][N:5]1[CH:13]=[N:12][C:11]2[C:6]1=[N:7][CH:8]=[N:9][C:10]=2[O:14][CH2:15][C:16]1[CH:21]=[CH:20][CH:19]=[CH:18][CH:17]=1.[OH-].[Na+].Cl. (2) Given the product [Cl:12][C:7]1[CH:6]=[C:5]([C:3]2[N:13]=[C:14]([C:15]([O:17][CH2:18][CH3:19])=[O:16])[S:20][CH:2]=2)[CH:10]=[CH:9][C:8]=1[F:11], predict the reactants needed to synthesize it. The reactants are: Br[CH2:2][C:3]([C:5]1[CH:10]=[CH:9][C:8]([F:11])=[C:7]([Cl:12])[CH:6]=1)=O.[NH2:13][C:14](=[S:20])[C:15]([O:17][CH2:18][CH3:19])=[O:16]. (3) Given the product [CH3:1][CH:2]1[CH2:20][CH2:19][N:6]2[C:7]3[CH:8]=[C:9]([C:14]([OH:16])=[O:15])[CH:10]=[CH:11][C:12]=3[CH:13]=[C:5]2[C:4](=[O:21])[NH:3]1, predict the reactants needed to synthesize it. The reactants are: [CH3:1][CH:2]1[CH2:20][CH2:19][N:6]2[C:7]3[CH:8]=[C:9]([C:14]([O:16]CC)=[O:15])[CH:10]=[CH:11][C:12]=3[CH:13]=[C:5]2[C:4](=[O:21])[NH:3]1.[OH-].[Na+].C(O)(=O)C.O. (4) Given the product [F:29][C:27]([F:28])([F:30])[C:24]1[CH:25]=[CH:26][C:21]([CH2:20][N:7]2[C@@H:8]([C:10]3[CH:11]=[CH:12][C:13]([C:16]([F:18])([F:19])[F:17])=[CH:14][CH:15]=3)[CH2:9][C@@H:5]([CH2:4][C:3]([OH:31])=[O:2])[CH2:6]2)=[CH:22][CH:23]=1, predict the reactants needed to synthesize it. The reactants are: C[O:2][C:3](=[O:31])[CH2:4][CH:5]1[CH2:9][CH:8]([C:10]2[CH:15]=[CH:14][C:13]([C:16]([F:19])([F:18])[F:17])=[CH:12][CH:11]=2)[N:7]([CH2:20][C:21]2[CH:26]=[CH:25][C:24]([C:27]([F:30])([F:29])[F:28])=[CH:23][CH:22]=2)[CH2:6]1.[OH-].[Na+]. (5) The reactants are: C(OC([N:8]1[CH2:12][C:11](=[N:13][O:14][CH3:15])[CH2:10][C@H:9]1[C:16]([OH:18])=O)=O)(C)(C)C.[C:19]1([C:29]2[CH:34]=[CH:33][CH:32]=[CH:31][CH:30]=2)[CH:24]=[CH:23][C:22]([S:25](Cl)(=[O:27])=[O:26])=[CH:21][CH:20]=1.[NH2:35][C@@H:36]([CH2:45][OH:46])[C@H:37]([C:39]1[CH:44]=[CH:43][CH:42]=[CH:41][CH:40]=1)[OH:38]. Given the product [C:19]1([C:29]2[CH:34]=[CH:33][CH:32]=[CH:31][CH:30]=2)[CH:24]=[CH:23][C:22]([S:25]([N:8]2[CH2:12][C:11](=[N:13][O:14][CH3:15])[CH2:10][C@H:9]2[C:16]([NH:35][C@@H:36]([CH2:45][OH:46])[C@@H:37]([OH:38])[C:39]2[CH:44]=[CH:43][CH:42]=[CH:41][CH:40]=2)=[O:18])(=[O:27])=[O:26])=[CH:21][CH:20]=1, predict the reactants needed to synthesize it. (6) Given the product [C:1]([O:5][C:6]([N:8]1[C:12]2=[N:13][CH:14]=[C:15]([Cl:17])[CH:16]=[C:11]2[C:10]([CH2:18][Cl:22])=[CH:9]1)=[O:7])([CH3:4])([CH3:3])[CH3:2], predict the reactants needed to synthesize it. The reactants are: [C:1]([O:5][C:6]([N:8]1[C:12]2=[N:13][CH:14]=[C:15]([Cl:17])[CH:16]=[C:11]2[C:10]([CH2:18]N(C)C)=[CH:9]1)=[O:7])([CH3:4])([CH3:3])[CH3:2].[Cl:22]C(OCC)=O. (7) The reactants are: [NH:1]1[CH2:6][CH2:5][O:4][CH2:3][CH2:2]1.[NH2:7][C:8]1[N:12]([C:13]2[CH:18]=[CH:17][C:16]([F:19])=[CH:15][CH:14]=2)[N:11]=[CH:10][C:9]=1[C:20](=[O:31])[C:21]1[CH:26]=[CH:25][CH:24]=[C:23]([C:27](=[O:30])[CH2:28]Br)[CH:22]=1. Given the product [NH2:7][C:8]1[N:12]([C:13]2[CH:18]=[CH:17][C:16]([F:19])=[CH:15][CH:14]=2)[N:11]=[CH:10][C:9]=1[C:20](=[O:31])[C:21]1[CH:26]=[CH:25][CH:24]=[C:23]([C:27]([CH2:28][N:1]2[CH2:6][CH2:5][O:4][CH2:3][CH2:2]2)=[O:30])[CH:22]=1, predict the reactants needed to synthesize it.